Task: Predict which catalyst facilitates the given reaction.. Dataset: Catalyst prediction with 721,799 reactions and 888 catalyst types from USPTO (1) The catalyst class is: 236. Reactant: [CH2:1]([S:13](Cl)(=[O:15])=[O:14])[CH2:2][CH2:3][CH2:4][CH2:5][CH2:6][CH2:7][CH2:8][S:9]([Cl:12])(=[O:11])=[O:10].[K].S(Cl)(Cl)=O.[F:22][C:23]([F:32])([F:31])[C:24]1[CH:29]=[CH:28][C:27]([OH:30])=[CH:26][CH:25]=1. Product: [Cl:12][S:9]([CH2:8][CH2:7][CH2:6][CH2:5][CH2:4][CH2:3][CH2:2][CH2:1][S:13]([O:30][C:27]1[CH:26]=[CH:25][C:24]([C:23]([F:31])([F:32])[F:22])=[CH:29][CH:28]=1)(=[O:15])=[O:14])(=[O:10])=[O:11]. (2) Reactant: [CH3:1][CH:2]([N:18]([CH3:20])[CH3:19])[CH2:3][N:4]1[C:13]2[CH:14]=[CH:15][CH:16]=[CH:17][C:12]=2[S:11][C:10]2[CH:9]=[CH:8][CH:7]=[CH:6][C:5]1=2.Cl.C=CN1C(=O)CCC1.C(O)(=O)CC(CC(O)=O)(C(O)=O)O.C(O)(=O)/C=C/C=C/C.C(O)[C@H]1O[C@H](O[C@]2(CO)O[C@H](CO)[C@@H](O)[C@@H]2O)[C@H](O)[C@@H](O)[C@@H]1O. Product: [CH3:1][CH:2]([N:18]([CH3:19])[CH3:20])[CH2:3][N:4]1[C:5]2[CH:6]=[CH:7][CH:8]=[CH:9][C:10]=2[S:11][C:12]2[CH:17]=[CH:16][CH:15]=[CH:14][C:13]1=2. The catalyst class is: 6.